This data is from Forward reaction prediction with 1.9M reactions from USPTO patents (1976-2016). The task is: Predict the product of the given reaction. (1) Given the reactants Br[C:2]1[CH:3]=[N:4][CH:5]=[C:6]([Br:10])[C:7]=1[CH:8]=[O:9].Cl.[F:12][C:13]1[CH:18]=[CH:17][C:16]([NH:19][NH2:20])=[CH:15][CH:14]=1.CN1C(=O)CCC1.[OH-].[K+:29], predict the reaction product. The product is: [OH-:9].[K+:29].[Br:10][C:6]1[CH:5]=[N:4][CH:3]=[C:2]2[N:19]([C:16]3[CH:17]=[CH:18][C:13]([F:12])=[CH:14][CH:15]=3)[N:20]=[CH:8][C:7]=12. (2) Given the reactants C([O:5][C:6](=[O:22])[C:7]1[CH:12]=[C:11]([C:13]([F:16])([F:15])[F:14])[CH:10]=[C:9]([O:17][CH2:18][CH2:19][CH:20]=[CH2:21])[CH:8]=1)CC=C.[OH-].[Na+].Cl, predict the reaction product. The product is: [CH2:18]([O:17][C:9]1[CH:8]=[C:7]([CH:12]=[C:11]([C:13]([F:14])([F:15])[F:16])[CH:10]=1)[C:6]([OH:22])=[O:5])[CH2:19][CH:20]=[CH2:21]. (3) The product is: [F:1][C:2]1[CH:3]=[C:4]([CH:28]=[CH:29][CH:30]=1)[CH2:5][O:6][C:7]1[CH:12]=[CH:11][C:10]([NH2:13])=[CH:9][C:8]=1[C:16]#[C:17][Si:18]([CH:19]([CH3:21])[CH3:20])([CH:22]([CH3:23])[CH3:24])[CH:25]([CH3:26])[CH3:27]. Given the reactants [F:1][C:2]1[CH:3]=[C:4]([CH:28]=[CH:29][CH:30]=1)[CH2:5][O:6][C:7]1[CH:12]=[CH:11][C:10]([N+:13]([O-])=O)=[CH:9][C:8]=1[C:16]#[C:17][Si:18]([CH:25]([CH3:27])[CH3:26])([CH:22]([CH3:24])[CH3:23])[CH:19]([CH3:21])[CH3:20].CC(O)=O, predict the reaction product. (4) Given the reactants C(OC([N:8]1[CH2:13][CH2:12][N:11]([C:14]2[CH:15]=[N:16][C:17]([NH:20][C:21]3[N:22]=[CH:23][C:24]4[CH:30]=[C:29]([NH:31]C(OC(C)(C)C)=O)[C:28](=[O:39])[N:27]([CH:40]5[CH2:44][CH2:43][CH2:42][CH2:41]5)[C:25]=4[N:26]=3)=[CH:18][CH:19]=2)[CH2:10][CH2:9]1)=O)(C)(C)C.C(Cl)(Cl)[Cl:46].CO, predict the reaction product. The product is: [ClH:46].[NH2:31][C:29]1[C:28](=[O:39])[N:27]([CH:40]2[CH2:44][CH2:43][CH2:42][CH2:41]2)[C:25]2[N:26]=[C:21]([NH:20][C:17]3[CH:18]=[CH:19][C:14]([N:11]4[CH2:12][CH2:13][NH:8][CH2:9][CH2:10]4)=[CH:15][N:16]=3)[N:22]=[CH:23][C:24]=2[CH:30]=1. (5) Given the reactants [OH:1][C:2]([CH3:14])([CH2:9][CH2:10][CH2:11][CH2:12][CH3:13])[CH2:3][C:4](OCC)=[O:5].[H-].[Al+3].[Li+].[H-].[H-].[H-].C(OCC)(=O)C.Cl, predict the reaction product. The product is: [CH3:14][C:2]([OH:1])([CH2:9][CH2:10][CH2:11][CH2:12][CH3:13])[CH2:3][CH2:4][OH:5].